The task is: Predict the reaction yield, written as a fraction of the theoretical maximum amount of product (1.0 means a 100% yield; for example, 0.34 means a 34% yield).. This data is from Reaction yield outcomes from USPTO patents with 853,638 reactions. The product is [Cl:1][C:2]1[CH:10]=[C:9]2[C:5](/[C:6](=[CH:12]/[C:13]3[CH:18]=[CH:17][CH:16]=[C:15]([Cl:19])[CH:14]=3)/[C:7](=[O:11])[N:8]2[CH2:27][O:26][CH2:25][CH2:24][Si:23]([CH3:30])([CH3:29])[CH3:22])=[CH:4][CH:3]=1. The catalyst is CN(C)C=O.O1CCCC1. The yield is 0.900. The reactants are [Cl:1][C:2]1[CH:10]=[C:9]2[C:5](/[C:6](=[CH:12]/[C:13]3[CH:18]=[CH:17][CH:16]=[C:15]([Cl:19])[CH:14]=3)/[C:7](=[O:11])[NH:8]2)=[CH:4][CH:3]=1.[H-].[Na+].[CH3:22][Si:23]([CH3:30])([CH3:29])[CH2:24][CH2:25][O:26][CH2:27]Cl.